Task: Predict the reaction yield, written as a fraction of the theoretical maximum amount of product (1.0 means a 100% yield; for example, 0.34 means a 34% yield).. Dataset: Reaction yield outcomes from USPTO patents with 853,638 reactions (1) The reactants are [CH3:1][C:2]([CH3:12])([CH3:11])[C:3](=O)[CH2:4][C:5](OCC)=[O:6].O.[NH2:14][NH2:15]. The catalyst is C(O)C. The product is [C:2]([C:3]1[CH:4]=[C:5]([OH:6])[NH:15][N:14]=1)([CH3:12])([CH3:11])[CH3:1]. The yield is 0.720. (2) The reactants are C(OC([N:8]1[CH2:13][CH2:12][N:11]([CH2:14][C:15]2[CH:20]=[C:19]([C:21]3[CH:26]=[CH:25][C:24]([OH:27])=[CH:23][CH:22]=3)[N:18]=[C:17]3[N:28](C4CCCCO4)[N:29]=[C:30]([CH:31]4[CH2:33][CH2:32]4)[C:16]=23)[CH2:10][CH2:9]1)=O)(C)(C)C.ClCCl.Cl. The catalyst is O1CCOCC1. The product is [CH:31]1([C:30]2[C:16]3[C:17](=[N:18][C:19]([C:21]4[CH:22]=[CH:23][C:24]([OH:27])=[CH:25][CH:26]=4)=[CH:20][C:15]=3[CH2:14][N:11]3[CH2:10][CH2:9][NH:8][CH2:13][CH2:12]3)[NH:28][N:29]=2)[CH2:32][CH2:33]1. The yield is 0.730. (3) The yield is 0.960. The product is [Cl:28][CH2:17][C:7]1[CH:8]=[CH:9][CH:10]=[C:11]([O:12][CH2:13][CH2:14][O:15][CH3:16])[C:6]=1[O:5][CH2:4][CH2:3][O:2][CH3:1]. The reactants are [CH3:1][O:2][CH2:3][CH2:4][O:5][C:6]1[C:11]([O:12][CH2:13][CH2:14][O:15][CH3:16])=[CH:10][CH:9]=[CH:8][C:7]=1[CH2:17]O.C(N(CC)CC)C.S(Cl)([Cl:28])=O. The catalyst is ClCCl. (4) The reactants are [NH2:1][CH2:2][C:3]1[N:4]=[C:5]([C:31]2[CH:36]=[CH:35][C:34]([CH3:37])=[CH:33][CH:32]=2)[N:6]([C@@H:8]([C:12]2[O:13][C:14]3[C:19]([C:20](=[O:29])[C:21]=2[CH2:22][C:23]2[CH:28]=[CH:27][CH:26]=[CH:25][CH:24]=2)=[CH:18][CH:17]=[C:16]([Cl:30])[CH:15]=3)[CH:9]([CH3:11])[CH3:10])[CH:7]=1.N1C=CC=CC=1.[CH3:44][C:45](OC(C)=O)=[O:46]. The catalyst is C(Cl)Cl. The product is [CH2:22]([CH:21]1[C:20](=[O:29])[C:19]2[C:14](=[CH:15][C:16]([Cl:30])=[CH:17][CH:18]=2)[O:13][CH:12]1[C@H:8]([N:6]1[CH:7]=[C:3]([CH2:2][NH:1][C:45](=[O:46])[CH3:44])[N:4]=[C:5]1[C:31]1[CH:36]=[CH:35][C:34]([CH3:37])=[CH:33][CH:32]=1)[CH:9]([CH3:11])[CH3:10])[C:23]1[CH:28]=[CH:27][CH:26]=[CH:25][CH:24]=1. The yield is 0.890. (5) The reactants are [NH2:1][C:2]1[C:3]([C:12]([C:14]2[CH:15]=[N:16][C:17]([C:20]([F:23])([F:22])[F:21])=[CH:18][CH:19]=2)=O)=[CH:4][CH:5]=[C:6]2[C:11]=1[N:10]=[CH:9][CH:8]=[CH:7]2.[CH3:24][NH:25][S:26](Cl)(=[O:28])=[O:27].[BH4-].[Na+]. The catalyst is N1C=CC=CC=1. The product is [CH3:24][N:25]1[S:26](=[O:28])(=[O:27])[NH:1][C:2]2[C:11]3[C:6](=[CH:7][CH:8]=[CH:9][N:10]=3)[CH:5]=[CH:4][C:3]=2[CH:12]1[C:14]1[CH:15]=[N:16][C:17]([C:20]([F:23])([F:22])[F:21])=[CH:18][CH:19]=1. The yield is 0.520. (6) The reactants are C([O:8][N:9]1[C:15](=[O:16])[N:14]2[CH2:17][C@H:10]1[CH2:11][CH2:12][C@H:13]2[C:18]([NH:20][O:21][CH:22]1[CH2:27][N:26]([C:28]([O:30][C:31]([CH3:34])([CH3:33])[CH3:32])=[O:29])[CH2:25][C:24]2[N:35]([CH3:38])[N:36]=[CH:37][C:23]1=2)=[O:19])C1C=CC=CC=1. The catalyst is CO.[Pd]. The product is [OH:8][N:9]1[C:15](=[O:16])[N:14]2[CH2:17][C@H:10]1[CH2:11][CH2:12][C@H:13]2[C:18]([NH:20][O:21][CH:22]1[CH2:27][N:26]([C:28]([O:30][C:31]([CH3:33])([CH3:34])[CH3:32])=[O:29])[CH2:25][C:24]2[N:35]([CH3:38])[N:36]=[CH:37][C:23]1=2)=[O:19]. The yield is 0.940. (7) The reactants are C([O-])=O.[NH4+].[CH3:5][O:6][C:7]1[CH:8]=[C:9]([N:16]2[CH2:21][CH2:20][N:19]([C:22](=[O:24])[CH3:23])[CH:18]([CH3:25])[CH2:17]2)[CH:10]=[CH:11][C:12]=1[N+:13]([O-])=O. The catalyst is O.[Pd].CO. The product is [NH2:13][C:12]1[CH:11]=[CH:10][C:9]([N:16]2[CH2:21][CH2:20][N:19]([C:22](=[O:24])[CH3:23])[CH:18]([CH3:25])[CH2:17]2)=[CH:8][C:7]=1[O:6][CH3:5]. The yield is 0.690.